From a dataset of Peptide-MHC class II binding affinity with 134,281 pairs from IEDB. Regression. Given a peptide amino acid sequence and an MHC pseudo amino acid sequence, predict their binding affinity value. This is MHC class II binding data. (1) The peptide sequence is FDSFVASLTEALRVI. The MHC is HLA-DPA10103-DPB10201 with pseudo-sequence HLA-DPA10103-DPB10201. The binding affinity (normalized) is 0.703. (2) The peptide sequence is EQKLIEKINAGFKAALAAAA. The MHC is HLA-DQA10101-DQB10501 with pseudo-sequence HLA-DQA10101-DQB10501. The binding affinity (normalized) is 0.654. (3) The peptide sequence is AFKVAALAANAAPAN. The MHC is DRB1_0701 with pseudo-sequence DRB1_0701. The binding affinity (normalized) is 0.543. (4) The peptide sequence is RKPLDNIKDNVGKME. The MHC is DRB1_0404 with pseudo-sequence DRB1_0404. The binding affinity (normalized) is 0.619. (5) The peptide sequence is AYESYKFIPALEAAV. The MHC is HLA-DQA10102-DQB10502 with pseudo-sequence HLA-DQA10102-DQB10502. The binding affinity (normalized) is 0.943. (6) The peptide sequence is CAVVIIGVLHQNFKD. The MHC is DRB1_0801 with pseudo-sequence DRB1_0801. The binding affinity (normalized) is 0.246. (7) The peptide sequence is DINASFRAAMATTAN. The MHC is HLA-DQA10301-DQB10302 with pseudo-sequence HLA-DQA10301-DQB10302. The binding affinity (normalized) is 0.365. (8) The peptide sequence is RLEDEMKEGRYEVRAELPGV. The MHC is DRB1_1301 with pseudo-sequence DRB1_1301. The binding affinity (normalized) is 0.0183. (9) The peptide sequence is YMPDVLEKLELLQRR. The MHC is DRB1_0701 with pseudo-sequence DRB1_0701. The binding affinity (normalized) is 0.241. (10) The peptide sequence is DNACKRTYSDRGWGN. The MHC is DRB4_0101 with pseudo-sequence DRB4_0103. The binding affinity (normalized) is 0.